From a dataset of Reaction yield outcomes from USPTO patents with 853,638 reactions. Predict the reaction yield, written as a fraction of the theoretical maximum amount of product (1.0 means a 100% yield; for example, 0.34 means a 34% yield). The reactants are [CH2:1]([N:8]1C(=O)C2=CC=CC=C2C1=O)CCCCC=C.[OH-:19].[Na+].[N:21]1[C:30]2[C:25](=[CH:26][CH:27]=[CH:28][CH:29]=2)[CH:24]=CC=1. No catalyst specified. The product is [NH2:21][C:30]1[C:25]([CH3:24])=[C:26]([OH:19])[CH:27]=[CH:28][C:29]=1[C:1]#[N:8]. The yield is 0.820.